Dataset: Reaction yield outcomes from USPTO patents with 853,638 reactions. Task: Predict the reaction yield, written as a fraction of the theoretical maximum amount of product (1.0 means a 100% yield; for example, 0.34 means a 34% yield). (1) The reactants are [NH2:1][C:2]1[CH:7]=[CH:6][C:5]([O:8][CH3:9])=[CH:4][C:3]=1[S:10]([NH2:13])(=[O:12])=[O:11].[Cl:14][C:15]1[C:20]([Cl:21])=[CH:19][CH:18]=[CH:17][C:16]=1[S:22](Cl)(=[O:24])=[O:23]. The catalyst is N1C=CC=CC=1. The product is [Cl:14][C:15]1[C:20]([Cl:21])=[CH:19][CH:18]=[CH:17][C:16]=1[S:22]([NH:1][C:2]1[CH:7]=[CH:6][C:5]([O:8][CH3:9])=[CH:4][C:3]=1[S:10]([NH2:13])(=[O:11])=[O:12])(=[O:24])=[O:23]. The yield is 0.870. (2) The product is [CH2:9]([S:8][C:5]1[CH:6]=[CH:7][C:2]([NH:1][CH:33]2[CH2:32][CH2:31][CH:30]([C:26]3[CH:27]=[CH:28][CH:29]=[C:24]([F:23])[CH:25]=3)[CH2:34]2)=[C:3](/[CH:16]=[CH:17]/[C:18]([O:20][CH2:21][CH3:22])=[O:19])[CH:4]=1)[C:10]1[CH:15]=[CH:14][CH:13]=[CH:12][CH:11]=1. The reactants are [NH2:1][C:2]1[CH:7]=[CH:6][C:5]([S:8][CH2:9][C:10]2[CH:15]=[CH:14][CH:13]=[CH:12][CH:11]=2)=[CH:4][C:3]=1/[CH:16]=[CH:17]/[C:18]([O:20][CH2:21][CH3:22])=[O:19].[F:23][C:24]1[CH:25]=[C:26]([CH:30]2[CH2:34][CH2:33][C:32](=O)[CH2:31]2)[CH:27]=[CH:28][CH:29]=1.C(O)(=O)C.C([BH3-])#N.[Na+].C(=O)(O)[O-].[Na+]. The yield is 0.458. The catalyst is CCOC(C)=O.CCCCCCC.C(Cl)Cl.O1CCCC1.CO.